From a dataset of Peptide-MHC class I binding affinity with 185,985 pairs from IEDB/IMGT. Regression. Given a peptide amino acid sequence and an MHC pseudo amino acid sequence, predict their binding affinity value. This is MHC class I binding data. (1) The peptide sequence is IFKNLTKPL. The MHC is HLA-B44:02 with pseudo-sequence HLA-B44:02. The binding affinity (normalized) is 0.0847. (2) The MHC is HLA-B44:03 with pseudo-sequence HLA-B44:03. The binding affinity (normalized) is 0.157. The peptide sequence is EELITDTEFL. (3) The peptide sequence is TTEQEIQF. The MHC is Mamu-A02 with pseudo-sequence Mamu-A02. The binding affinity (normalized) is 0.105.